Dataset: NCI-60 drug combinations with 297,098 pairs across 59 cell lines. Task: Regression. Given two drug SMILES strings and cell line genomic features, predict the synergy score measuring deviation from expected non-interaction effect. (1) Drug 1: CC12CCC3C(C1CCC2=O)CC(=C)C4=CC(=O)C=CC34C. Drug 2: C1CCC(C(C1)N)N.C(=O)(C(=O)[O-])[O-].[Pt+4]. Cell line: SK-OV-3. Synergy scores: CSS=13.5, Synergy_ZIP=-0.638, Synergy_Bliss=-2.74, Synergy_Loewe=-0.276, Synergy_HSA=-1.45. (2) Drug 1: CC1OCC2C(O1)C(C(C(O2)OC3C4COC(=O)C4C(C5=CC6=C(C=C35)OCO6)C7=CC(=C(C(=C7)OC)O)OC)O)O. Drug 2: C1=CC=C(C=C1)NC(=O)CCCCCCC(=O)NO. Cell line: HCT116. Synergy scores: CSS=59.0, Synergy_ZIP=-6.46, Synergy_Bliss=-5.17, Synergy_Loewe=-2.42, Synergy_HSA=-1.27. (3) Drug 1: C1=CC(=CC=C1CCCC(=O)O)N(CCCl)CCCl. Drug 2: CC1CCC2CC(C(=CC=CC=CC(CC(C(=O)C(C(C(=CC(C(=O)CC(OC(=O)C3CCCCN3C(=O)C(=O)C1(O2)O)C(C)CC4CCC(C(C4)OC)OCCO)C)C)O)OC)C)C)C)OC. Cell line: SF-268. Synergy scores: CSS=44.9, Synergy_ZIP=-9.79, Synergy_Bliss=-6.15, Synergy_Loewe=-2.57, Synergy_HSA=-1.77. (4) Drug 2: B(C(CC(C)C)NC(=O)C(CC1=CC=CC=C1)NC(=O)C2=NC=CN=C2)(O)O. Synergy scores: CSS=43.9, Synergy_ZIP=-1.69, Synergy_Bliss=-1.11, Synergy_Loewe=-1.80, Synergy_HSA=-0.264. Drug 1: C1C(C(OC1N2C=C(C(=O)NC2=O)F)CO)O. Cell line: OVCAR-4. (5) Drug 1: C1=NC(=NC(=O)N1C2C(C(C(O2)CO)O)O)N. Drug 2: CC(C)(C#N)C1=CC(=CC(=C1)CN2C=NC=N2)C(C)(C)C#N. Cell line: U251. Synergy scores: CSS=6.94, Synergy_ZIP=-0.317, Synergy_Bliss=3.74, Synergy_Loewe=0.783, Synergy_HSA=2.97. (6) Drug 2: CS(=O)(=O)CCNCC1=CC=C(O1)C2=CC3=C(C=C2)N=CN=C3NC4=CC(=C(C=C4)OCC5=CC(=CC=C5)F)Cl. Synergy scores: CSS=31.7, Synergy_ZIP=-8.20, Synergy_Bliss=1.20, Synergy_Loewe=-22.2, Synergy_HSA=0.0720. Cell line: MDA-MB-435. Drug 1: C1C(C(OC1N2C=NC3=C(N=C(N=C32)Cl)N)CO)O.